This data is from Full USPTO retrosynthesis dataset with 1.9M reactions from patents (1976-2016). The task is: Predict the reactants needed to synthesize the given product. (1) Given the product [Br:22][CH2:1][C:2]1[CH:10]=[CH:9][C:5]([C:6]([OH:8])=[O:7])=[CH:4][C:3]=1[C:11]([F:12])([F:13])[F:14], predict the reactants needed to synthesize it. The reactants are: [CH3:1][C:2]1[CH:10]=[CH:9][C:5]([C:6]([OH:8])=[O:7])=[CH:4][C:3]=1[C:11]([F:14])([F:13])[F:12].C(OC(C)C)(=O)C.[Br:22]([O-])(=O)=O.[Na+].S([O-])(O)=O.[Na+]. (2) Given the product [Br:23][C:15]1[S:14][C:13]([C:10]2[CH:11]=[CH:12][C:5]([O:4][CH:2]([CH3:1])[CH3:3])=[C:6]([CH:9]=2)[C:7]#[N:8])=[N:17][CH:16]=1, predict the reactants needed to synthesize it. The reactants are: [CH3:1][CH:2]([O:4][C:5]1[CH:12]=[CH:11][C:10]([C:13]2[S:14][CH:15]=[CH:16][N:17]=2)=[CH:9][C:6]=1[C:7]#[N:8])[CH3:3].C([O-])(=O)C.[Na+].[Br:23]Br. (3) Given the product [CH3:1][C@@H:2]1[CH2:6][CH2:5][CH2:4][C@H:3]1[O:7][C:11]1[CH:12]=[CH:13][C:14]2[CH2:15][N:16]([C:22]([O:24][C:25]([CH3:28])([CH3:27])[CH3:26])=[O:23])[CH2:17][CH2:18][O:19][C:20]=2[N:21]=1, predict the reactants needed to synthesize it. The reactants are: [CH3:1][C@@H:2]1[CH2:6][CH2:5][CH2:4][C@H:3]1[OH:7].[H-].[Na+].Cl[C:11]1[CH:12]=[CH:13][C:14]2[CH2:15][N:16]([C:22]([O:24][C:25]([CH3:28])([CH3:27])[CH3:26])=[O:23])[CH2:17][CH2:18][O:19][C:20]=2[N:21]=1.O. (4) Given the product [F:21][C:22]1[CH:30]=[C:29]2[C:25]([C:26]([N:31]3[CH2:32][CH2:33][N:34]([CH2:3][C@@H:2]([OH:1])[CH2:4][O:5][C:6]4[CH:11]=[CH:10][CH:9]=[C:8]([C:12]5[C:20]6[C:15](=[N:16][CH:17]=[CH:18][CH:19]=6)[O:14][N:13]=5)[CH:7]=4)[CH2:35][CH2:36]3)=[N:27][NH:28]2)=[CH:24][CH:23]=1, predict the reactants needed to synthesize it. The reactants are: [O:1]1[CH2:3][C@@H:2]1[CH2:4][O:5][C:6]1[CH:7]=[C:8]([C:12]2[C:20]3[C:15](=[N:16][CH:17]=[CH:18][CH:19]=3)[O:14][N:13]=2)[CH:9]=[CH:10][CH:11]=1.[F:21][C:22]1[CH:30]=[C:29]2[C:25]([C:26]([N:31]3[CH2:36][CH2:35][NH:34][CH2:33][CH2:32]3)=[N:27][NH:28]2)=[CH:24][CH:23]=1. (5) Given the product [F:1][C:2]1[CH:7]=[C:6]([CH2:8][N:28]2[CH2:29][CH2:30][N:25]([CH3:24])[CH2:26][CH2:27]2)[CH:5]=[C:4]([F:10])[C:3]=1[N:11]1[CH2:16][CH2:15][N:14]([C:17]([O:19][C:20]([CH3:23])([CH3:22])[CH3:21])=[O:18])[CH2:13][CH2:12]1, predict the reactants needed to synthesize it. The reactants are: [F:1][C:2]1[CH:7]=[C:6]([CH:8]=O)[CH:5]=[C:4]([F:10])[C:3]=1[N:11]1[CH2:16][CH2:15][N:14]([C:17]([O:19][C:20]([CH3:23])([CH3:22])[CH3:21])=[O:18])[CH2:13][CH2:12]1.[CH3:24][N:25]1[CH2:30][CH2:29][NH:28][CH2:27][CH2:26]1.[BH3-]C#N.[Na+]. (6) Given the product [C:24]([O:1][C:2]1[CH:3]=[C:4]([CH:8]=[C:9]([N:11]([CH2:16][CH2:17][N:18]2[CH2:19][CH2:20][O:21][CH2:22][CH2:23]2)[S:12]([CH3:15])(=[O:14])=[O:13])[CH:10]=1)[C:5]([OH:7])=[O:6])(=[O:26])[CH3:25], predict the reactants needed to synthesize it. The reactants are: [OH:1][C:2]1[CH:3]=[C:4]([CH:8]=[C:9]([N:11]([CH2:16][CH2:17][N:18]2[CH2:23][CH2:22][O:21][CH2:20][CH2:19]2)[S:12]([CH3:15])(=[O:14])=[O:13])[CH:10]=1)[C:5]([OH:7])=[O:6].[C:24](Cl)(=[O:26])[CH3:25]. (7) Given the product [CH2:1]([O:3][C:4](=[O:25])[CH2:5][C:6]1[CH:11]=[CH:10][CH:9]=[C:8]([O:12][C:13]2[CH:18]=[CH:17][C:16]([C:19]([F:20])([F:21])[F:22])=[CH:15][C:14]=2[CH2:23][O:24][S:34]([CH3:33])(=[O:36])=[O:35])[CH:7]=1)[CH3:2], predict the reactants needed to synthesize it. The reactants are: [CH2:1]([O:3][C:4](=[O:25])[CH2:5][C:6]1[CH:11]=[CH:10][CH:9]=[C:8]([O:12][C:13]2[CH:18]=[CH:17][C:16]([C:19]([F:22])([F:21])[F:20])=[CH:15][C:14]=2[CH2:23][OH:24])[CH:7]=1)[CH3:2].C(N(CC)CC)C.[CH3:33][S:34](Cl)(=[O:36])=[O:35].